From a dataset of Full USPTO retrosynthesis dataset with 1.9M reactions from patents (1976-2016). Predict the reactants needed to synthesize the given product. (1) Given the product [C:17]([C:13]1[CH:12]=[C:11]2[C:16](=[CH:15][CH:14]=1)[C:8]([CH2:19][CH2:20][CH2:21][NH:29][S:27]([C:23]([CH3:26])([CH3:25])[CH3:24])=[O:28])([C:5]1[CH:4]=[CH:3][C:2]([F:1])=[CH:7][CH:6]=1)[O:9][CH2:10]2)#[N:18], predict the reactants needed to synthesize it. The reactants are: [F:1][C:2]1[CH:7]=[CH:6][C:5]([C:8]2([CH2:19][CH2:20][CH:21]=O)[C:16]3[C:11](=[CH:12][C:13]([C:17]#[N:18])=[CH:14][CH:15]=3)[CH2:10][O:9]2)=[CH:4][CH:3]=1.[C:23]([S:27]([NH2:29])=[O:28])([CH3:26])([CH3:25])[CH3:24].CCOC(C)=O.[BH4-].[Na+]. (2) Given the product [CH2:21]([O:20][C:18]([C:13]1([CH2:23][C:24]2[CH:29]=[CH:28][CH:27]=[CH:26][CH:25]=2)[CH2:17][CH2:16][CH2:15][CH2:14]1)=[O:19])[CH3:22], predict the reactants needed to synthesize it. The reactants are: C(NC(C)C)(C)C.C([Li])CCC.[CH:13]1([C:18]([O:20][CH2:21][CH3:22])=[O:19])[CH2:17][CH2:16][CH2:15][CH2:14]1.[CH2:23](Br)[C:24]1[CH:29]=[CH:28][CH:27]=[CH:26][CH:25]=1. (3) Given the product [Br:1][C:2]1[CH:7]=[C:6]([N+:8]([O-:10])=[O:9])[CH:5]=[CH:4][C:3]=1[O:11][CH2:35][C:34]1[CH:37]=[CH:38][CH:39]=[C:32]([F:31])[CH:33]=1, predict the reactants needed to synthesize it. The reactants are: [Br:1][C:2]1[CH:7]=[C:6]([N+:8]([O-:10])=[O:9])[CH:5]=[CH:4][C:3]=1[OH:11].C1(P(C2C=CC=CC=2)C2C=CC=CC=2)C=CC=CC=1.[F:31][C:32]1[CH:33]=[C:34]([CH:37]=[CH:38][CH:39]=1)[CH2:35]O.CC(OC(/N=N/C(OC(C)C)=O)=O)C. (4) Given the product [N:29]([CH2:17][CH2:16][C:14]1[CH:13]=[CH:12][C:10]2[N:11]=[C:7]([C:1]3[CH:2]=[CH:3][CH:4]=[CH:5][CH:6]=3)[NH:8][C:9]=2[CH:15]=1)=[N+:30]=[N-:31], predict the reactants needed to synthesize it. The reactants are: [C:1]1([C:7]2[NH:8][C:9]3[CH:15]=[C:14]([CH2:16][CH2:17]OS(C4C=CC(C)=CC=4)(=O)=O)[CH:13]=[CH:12][C:10]=3[N:11]=2)[CH:6]=[CH:5][CH:4]=[CH:3][CH:2]=1.[N-:29]=[N+:30]=[N-:31].[Na+]. (5) The reactants are: [CH2:1]([O:5][C:6]([C:8]1[N:13]=[C:12](Br)[C:11]2[C:15]([CH3:18])=[N:16][S:17][C:10]=2[C:9]=1[OH:19])=[O:7])[CH2:2][CH2:3][CH3:4].C([O-])=O.[NH4+]. Given the product [CH2:1]([O:5][C:6]([C:8]1[N:13]=[CH:12][C:11]2[C:15]([CH3:18])=[N:16][S:17][C:10]=2[C:9]=1[OH:19])=[O:7])[CH2:2][CH2:3][CH3:4], predict the reactants needed to synthesize it. (6) Given the product [OH:32][C@@H:30]([C:22]1[N:21]([C:10]2[N:9]=[C:8]3[C:13]([N:14]=[C:6]([CH2:5][CH:3]4[CH2:4][N:1]([C:43](=[O:47])[CH:44]([CH3:46])[CH3:45])[CH2:2]4)[N:7]3[CH3:33])=[C:12]([N:15]3[CH2:20][CH2:19][O:18][CH2:17][CH2:16]3)[N:11]=2)[C:25]2[CH:26]=[CH:27][CH:28]=[CH:29][C:24]=2[N:23]=1)[CH3:31], predict the reactants needed to synthesize it. The reactants are: [NH:1]1[CH2:4][CH:3]([CH2:5][C:6]2[N:7]([CH3:33])[C:8]3[C:13]([N:14]=2)=[C:12]([N:15]2[CH2:20][CH2:19][O:18][CH2:17][CH2:16]2)[N:11]=[C:10]([N:21]2[C:25]4[CH:26]=[CH:27][CH:28]=[CH:29][C:24]=4[N:23]=[C:22]2[C@H:30]([OH:32])[CH3:31])[N:9]=3)[CH2:2]1.CCN(C(C)C)C(C)C.[C:43](Cl)(=[O:47])[CH:44]([CH3:46])[CH3:45].